From a dataset of Full USPTO retrosynthesis dataset with 1.9M reactions from patents (1976-2016). Predict the reactants needed to synthesize the given product. (1) Given the product [F:25][C:26]([F:31])([F:30])[C@@H:27]([OH:28])[CH2:29][N:12]1[CH2:13][CH2:14][CH2:15][CH:10]([C:6]2[CH:7]=[CH:8][CH:9]=[C:4]([O:3][CH3:2])[CH:5]=2)[CH2:11]1, predict the reactants needed to synthesize it. The reactants are: Cl.[CH3:2][O:3][C:4]1[CH:5]=[C:6]([CH:10]2[CH2:15][CH2:14][CH2:13][NH:12][CH2:11]2)[CH:7]=[CH:8][CH:9]=1.CCN(C(C)C)C(C)C.[F:25][C:26]([F:31])([F:30])[C@@H:27]1[CH2:29][O:28]1. (2) Given the product [CH3:46][C:24]1[CH:25]=[C:26]([S:29][CH2:30][C:31]2[CH:35]=[C:34]([C:36]3[CH:37]=[CH:38][C:39]([C:42]([F:45])([F:43])[F:44])=[CH:40][CH:41]=3)[O:33][N:32]=2)[CH:27]=[CH:28][C:23]=1[O:22][CH2:21][C:20]([OH:47])=[O:19], predict the reactants needed to synthesize it. The reactants are: FC(F)(F)C1C=CC(C2ON=C(CO)C=2)=CC=1.C[O:19][C:20](=[O:47])[CH2:21][O:22][C:23]1[CH:28]=[CH:27][C:26]([S:29][CH2:30][C:31]2[CH:35]=[C:34]([C:36]3[CH:41]=[CH:40][C:39]([C:42]([F:45])([F:44])[F:43])=[CH:38][CH:37]=3)[O:33][N:32]=2)=[CH:25][C:24]=1[CH3:46]. (3) Given the product [Cl:1][C:2]1[N:3]=[CH:4][C:5]2[N:9]([CH:10]3[CH2:15][CH2:14][S:13][CH2:12][CH2:11]3)[C:23](=[O:24])[CH:18]3[CH2:19][O:20][CH2:21][CH2:22][N:17]3[C:6]=2[N:7]=1, predict the reactants needed to synthesize it. The reactants are: [Cl:1][C:2]1[N:7]=[C:6](Cl)[C:5]([NH:9][CH:10]2[CH2:15][CH2:14][S:13][CH2:12][CH2:11]2)=[CH:4][N:3]=1.Cl.[NH:17]1[CH2:22][CH2:21][O:20][CH2:19][CH:18]1[C:23](O)=[O:24].C(N(C(C)C)CC)(C)C.O. (4) Given the product [Cl:35][C:34]1[C:29]([O:7][C:8]2[CH:9]=[C:10]([CH:21]=[C:22]([O:24][CH:25]([CH3:27])[CH3:26])[CH:23]=2)[C:11]([NH:13][C:14]2[CH:19]=[N:18][C:17]([CH3:20])=[CH:16][N:15]=2)=[O:12])=[N:30][CH:31]=[C:32]([C:36]([N:38]2[CH2:42][CH2:41][CH2:40][CH2:39]2)=[O:37])[CH:33]=1, predict the reactants needed to synthesize it. The reactants are: C(=O)([O-])[O-].[Cs+].[Cs+].[OH:7][C:8]1[CH:9]=[C:10]([CH:21]=[C:22]([O:24][CH:25]([CH3:27])[CH3:26])[CH:23]=1)[C:11]([NH:13][C:14]1[CH:19]=[N:18][C:17]([CH3:20])=[CH:16][N:15]=1)=[O:12].Cl[C:29]1[C:34]([Cl:35])=[CH:33][C:32]([C:36]([N:38]2[CH2:42][CH2:41][CH2:40][CH2:39]2)=[O:37])=[CH:31][N:30]=1. (5) Given the product [Cl:1][C:2]1[CH:7]=[CH:6][C:5]([C:8]2[NH:9][C:10]3[N:11]([N:15]=[C:16]([OH:20])[C:17]=3[C:18]#[N:19])[C:12](=[O:14])[CH:13]=2)=[CH:4][CH:3]=1, predict the reactants needed to synthesize it. The reactants are: [Cl:1][C:2]1[CH:7]=[CH:6][C:5]([C:8]2[NH:9][C:10]3[N:11]([N:15]=[C:16]([O:20]C)[C:17]=3[C:18]#[N:19])[C:12](=[O:14])[CH:13]=2)=[CH:4][CH:3]=1.Br.CC(O)=O.